The task is: Regression. Given two drug SMILES strings and cell line genomic features, predict the synergy score measuring deviation from expected non-interaction effect.. This data is from NCI-60 drug combinations with 297,098 pairs across 59 cell lines. (1) Drug 1: CC1=C(C=C(C=C1)C(=O)NC2=CC(=CC(=C2)C(F)(F)F)N3C=C(N=C3)C)NC4=NC=CC(=N4)C5=CN=CC=C5. Drug 2: CN(C(=O)NC(C=O)C(C(C(CO)O)O)O)N=O. Cell line: UACC-257. Synergy scores: CSS=-2.03, Synergy_ZIP=1.26, Synergy_Bliss=1.02, Synergy_Loewe=-2.32, Synergy_HSA=-1.79. (2) Drug 1: CCC1=C2CN3C(=CC4=C(C3=O)COC(=O)C4(CC)O)C2=NC5=C1C=C(C=C5)O. Drug 2: C#CCC(CC1=CN=C2C(=N1)C(=NC(=N2)N)N)C3=CC=C(C=C3)C(=O)NC(CCC(=O)O)C(=O)O. Cell line: TK-10. Synergy scores: CSS=61.6, Synergy_ZIP=1.94, Synergy_Bliss=-1.84, Synergy_Loewe=-0.797, Synergy_HSA=-0.179. (3) Drug 1: CCC1=CC2CC(C3=C(CN(C2)C1)C4=CC=CC=C4N3)(C5=C(C=C6C(=C5)C78CCN9C7C(C=CC9)(C(C(C8N6C)(C(=O)OC)O)OC(=O)C)CC)OC)C(=O)OC.C(C(C(=O)O)O)(C(=O)O)O. Drug 2: CC1=C(C(=CC=C1)Cl)NC(=O)C2=CN=C(S2)NC3=CC(=NC(=N3)C)N4CCN(CC4)CCO. Cell line: SF-295. Synergy scores: CSS=17.5, Synergy_ZIP=-2.82, Synergy_Bliss=-2.04, Synergy_Loewe=1.21, Synergy_HSA=1.92.